From a dataset of Forward reaction prediction with 1.9M reactions from USPTO patents (1976-2016). Predict the product of the given reaction. (1) The product is: [CH3:1][O:2][C:3]1[C:16]([O:17][CH3:18])=[CH:15][CH:14]=[C:13]([C:19]2[CH:20]=[C:21]3[C:25](=[CH:26][CH:27]=2)[C:24](=[O:28])[CH2:23][CH2:22]3)[C:4]=1[O:5][CH2:6][C:7]([CH3:12])([CH3:11])[C:8]([NH:31][CH3:30])=[O:9]. Given the reactants [CH3:1][O:2][C:3]1[C:16]([O:17][CH3:18])=[CH:15][CH:14]=[C:13]([C:19]2[CH:20]=[C:21]3[C:25](=[CH:26][CH:27]=2)[C:24](=[O:28])[CH2:23][CH2:22]3)[C:4]=1[O:5][CH2:6][C:7]([CH3:12])([CH3:11])[C:8](O)=[O:9].Cl.[CH3:30][N:31](C)CCCN=C=NCC.O.ON1C2C=CC=CC=2N=N1.C(N(CC)CC)C.CN, predict the reaction product. (2) Given the reactants [NH2:1][C:2]1[CH:7]=[CH:6][C:5]([N:8]2[CH2:13][CH2:12][N:11]([CH2:14][C:15]3[CH:20]=[CH:19][C:18]([CH2:21][NH:22][C:23](=[O:25])[CH3:24])=[CH:17][CH:16]=3)[CH2:10][CH2:9]2)=[CH:4][CH:3]=1.C(=O)([O-])[O-].[K+].[K+].O.[C:33](Cl)(=[O:35])[CH3:34], predict the reaction product. The product is: [C:33]([NH:1][C:2]1[CH:3]=[CH:4][C:5]([N:8]2[CH2:13][CH2:12][N:11]([CH2:14][C:15]3[CH:20]=[CH:19][C:18]([CH2:21][NH:22][C:23](=[O:25])[CH3:24])=[CH:17][CH:16]=3)[CH2:10][CH2:9]2)=[CH:6][CH:7]=1)(=[O:35])[CH3:34]. (3) Given the reactants C(=O)[C:2]1[CH:7]=[CH:6][CH:5]=[CH:4][CH:3]=1.[C:9]([O:15][CH2:16][C:17]1[CH:22]=[CH:21][CH:20]=[CH:19][CH:18]=1)(=[O:14])[CH2:10][C:11]([O-])=O, predict the reaction product. The product is: [C:9]([O:15][CH2:16][C:17]1[CH:22]=[CH:21][CH:20]=[CH:19][CH:18]=1)(=[O:14])[CH:10]=[CH:11][C:2]1[CH:7]=[CH:6][CH:5]=[CH:4][CH:3]=1. (4) The product is: [Cl:16][C:17]1[CH:22]=[CH:21][C:20]([CH2:23][N:1]2[CH:5]=[CH:4][CH:3]=[C:2]2[C:6]([O:8][CH3:9])=[O:7])=[CH:19][CH:18]=1. Given the reactants [NH:1]1[CH:5]=[CH:4][CH:3]=[C:2]1[C:6]([O:8][CH3:9])=[O:7].C([O-])([O-])=O.[K+].[K+].[Cl:16][C:17]1[CH:22]=[CH:21][C:20]([CH2:23]Cl)=[CH:19][CH:18]=1.O, predict the reaction product. (5) Given the reactants [H-].[Na+].[Cl:3][C:4]1[CH:9]=[CH:8][C:7]([NH:10][C:11]([NH:13][C:14](=[O:23])[C:15]2[C:20]([F:21])=[CH:19][CH:18]=[CH:17][C:16]=2[F:22])=[O:12])=[CH:6][CH:5]=1.I[CH:25]([S:27][CH:28](I)I)I.[Cl-].[NH4+], predict the reaction product. The product is: [Cl:3][C:4]1[CH:9]=[CH:8][C:7]([N:10]2[C:11](=[O:12])[N:13]([C:14](=[O:23])[C:15]3[C:20]([F:21])=[CH:19][CH:18]=[CH:17][C:16]=3[F:22])[CH2:28][S:27][CH2:25]2)=[CH:6][CH:5]=1. (6) Given the reactants [CH3:1][O:2][C:3]1[CH:12]=[CH:11][C:10]2[C:5](=[CH:6][CH:7]=[CH:8][CH:9]=2)[CH:4]=1.[Cl-].[Al+3].[Cl-].[Cl-].[CH2:17](Cl)[CH2:18][CH2:19][CH2:20][CH2:21][CH2:22][CH2:23][CH2:24][CH2:25][CH2:26][CH2:27][CH3:28].Cl.[N+](C1C=CC=CC=1)([O-])=[O:32], predict the reaction product. The product is: [CH3:1][O:2][C:3]1[CH:12]=[CH:11][C:10]2[C:5](=[CH:6][CH:7]=[C:8]([C:17](=[O:32])[CH2:18][CH2:19][CH2:20][CH2:21][CH2:22][CH2:23][CH2:24][CH2:25][CH2:26][CH2:27][CH3:28])[CH:9]=2)[CH:4]=1. (7) Given the reactants [CH3:1][N:2]1[C:6]2[CH:7]=[CH:8][C:9]([C:11]([OH:13])=O)=[CH:10][C:5]=2[N:4]([CH3:14])[C:3]1=[O:15].O[N:17]=[C:18]([NH2:25])[C:19]1[CH:24]=[CH:23][CH:22]=[N:21][CH:20]=1.N, predict the reaction product. The product is: [CH3:1][N:2]1[C:6]2[CH:7]=[CH:8][C:9]([C:11]3[O:13][N:25]=[C:18]([C:19]4[CH:20]=[N:21][CH:22]=[CH:23][CH:24]=4)[N:17]=3)=[CH:10][C:5]=2[N:4]([CH3:14])[C:3]1=[O:15]. (8) Given the reactants [NH2:1][C:2]1[CH:7]=[CH:6][C:5]([N+:8]([O-:10])=[O:9])=[C:4]([CH3:11])[N:3]=1.[C:12](O[C:12]([O:14][C:15]([CH3:18])([CH3:17])[CH3:16])=[O:13])([O:14][C:15]([CH3:18])([CH3:17])[CH3:16])=[O:13].[OH2:27], predict the reaction product. The product is: [CH3:11][C:4]1[N:3]=[C:2]([N:1]([C:12]([O:14][C:15]([CH3:18])([CH3:17])[CH3:16])=[O:13])[C:12]([O:14][C:15]([CH3:18])([CH3:17])[CH3:16])=[O:27])[CH:7]=[CH:6][C:5]=1[N+:8]([O-:10])=[O:9]. (9) Given the reactants [C:1]1(=O)[CH2:5][CH2:4][CH2:3][CH2:2]1.[Si]([C:11]#[N:12])(C)(C)C.[CH2:13]([NH2:20])[C:14]1[CH:19]=[CH:18][CH:17]=[CH:16][CH:15]=1, predict the reaction product. The product is: [CH2:13]([NH:20][C:1]1([C:11]#[N:12])[CH2:5][CH2:4][CH2:3][CH2:2]1)[C:14]1[CH:19]=[CH:18][CH:17]=[CH:16][CH:15]=1. (10) Given the reactants [O:1]1[CH2:5][CH2:4][CH2:3][CH:2]1[CH2:6][O:7]S(C)(=O)=O.C(=O)([O-])[O-].[Cs+].[Cs+].O[C:19]1[CH:20]=[C:21]2[C:26](=[CH:27][CH:28]=1)[C:25](=[O:29])[O:24][CH:23]=[CH:22]2.O, predict the reaction product. The product is: [O:1]1[CH2:5][CH2:4][CH2:3][C@@H:2]1[CH2:6][O:7][C:19]1[CH:20]=[C:21]2[C:26](=[CH:27][CH:28]=1)[C:25](=[O:29])[O:24][CH:23]=[CH:22]2.